Dataset: Reaction yield outcomes from USPTO patents with 853,638 reactions. Task: Predict the reaction yield, written as a fraction of the theoretical maximum amount of product (1.0 means a 100% yield; for example, 0.34 means a 34% yield). (1) The reactants are [NH2:1][C:2]1[C:7]2[C:8]([C:11]3[CH:16]=[CH:15][C:14]([NH:17][C:18]([C:20]4[N:21]([CH3:29])[C:22]5[C:27]([CH:28]=4)=[CH:26][CH:25]=[CH:24][CH:23]=5)=[O:19])=[C:13]([O:30][CH3:31])[CH:12]=3)=[CH:9][S:10][C:6]=2[C:5](/[CH:32]=[CH:33]/[CH2:34][CH2:35][N:36]2[CH2:41][CH2:40][CH:39]([NH:42]C(=O)OC(C)(C)C)[CH2:38][CH2:37]2)=[CH:4][N:3]=1.CC[NH+](CC)CC.CC[NH+](CC)CC.C([O-])([O-])=O. The catalyst is ClCCl. The product is [NH2:1][C:2]1[C:7]2[C:8]([C:11]3[CH:16]=[CH:15][C:14]([NH:17][C:18]([C:20]4[N:21]([CH3:29])[C:22]5[C:27]([CH:28]=4)=[CH:26][CH:25]=[CH:24][CH:23]=5)=[O:19])=[C:13]([O:30][CH3:31])[CH:12]=3)=[CH:9][S:10][C:6]=2[C:5](/[CH:32]=[CH:33]/[CH2:34][CH2:35][N:36]2[CH2:37][CH2:38][CH:39]([NH2:42])[CH2:40][CH2:41]2)=[CH:4][N:3]=1. The yield is 0.330. (2) The reactants are C(O[C:4]1[C:5](=[O:16])[C:6](=[O:15])[C:7]=1[NH:8][C:9]1[CH:14]=[CH:13][N:12]=[CH:11][CH:10]=1)C.[CH2:17]([N:24]1[CH2:29][CH2:28][CH:27]([CH2:30][CH2:31][NH2:32])[CH2:26][CH2:25]1)[C:18]1[CH:23]=[CH:22][CH:21]=[CH:20][CH:19]=1. No catalyst specified. The product is [CH2:17]([N:24]1[CH2:29][CH2:28][CH:27]([CH2:30][CH2:31][NH:32][C:4]2[C:5](=[O:16])[C:6](=[O:15])[C:7]=2[NH:8][C:9]2[CH:10]=[CH:11][N:12]=[CH:13][CH:14]=2)[CH2:26][CH2:25]1)[C:18]1[CH:23]=[CH:22][CH:21]=[CH:20][CH:19]=1. The yield is 0.710.